This data is from Forward reaction prediction with 1.9M reactions from USPTO patents (1976-2016). The task is: Predict the product of the given reaction. (1) Given the reactants [Cl:1][C:2]1[C:7]2[O:8][CH2:9][C:10](=[O:12])[NH:11][C:6]=2[N:5]=[C:4](/[CH:13]=C/C2C=CC=CC=2)[N:3]=1.[O:21]1CCOCC1, predict the reaction product. The product is: [Cl:1][C:2]1[N:3]=[C:4]([CH:13]=[O:21])[NH:5][C:6]2[C:7]=1[O:8][CH2:9][C:10](=[O:12])[N:11]=2. (2) Given the reactants C([O:4][CH2:5][C@H:6]([N:8]1[CH:17]=[CH:16][C:15]2[C:10](=[CH:11][CH:12]=[C:13]([Cl:31])[C:14]=2[C:18](=[O:30])[NH:19][CH2:20][C:21]2([OH:29])[CH2:28][CH2:27][C:24]3([CH2:26][CH2:25]3)[CH2:23][CH2:22]2)[C:9]1=[O:32])[CH3:7])(=O)C.C(=O)([O-])[O-].[K+].[K+].CO, predict the reaction product. The product is: [Cl:31][C:13]1[CH:12]=[CH:11][C:10]2[C:9](=[O:32])[N:8]([C@H:6]([CH3:7])[CH2:5][OH:4])[CH:17]=[CH:16][C:15]=2[C:14]=1[C:18]([NH:19][CH2:20][C:21]1([OH:29])[CH2:22][CH2:23][C:24]2([CH2:25][CH2:26]2)[CH2:27][CH2:28]1)=[O:30].